Dataset: Reaction yield outcomes from USPTO patents with 853,638 reactions. Task: Predict the reaction yield, written as a fraction of the theoretical maximum amount of product (1.0 means a 100% yield; for example, 0.34 means a 34% yield). (1) The reactants are [NH2:1][C:2]1[C:7]([F:8])=[C:6](NN)[N:5]=[C:4]([C:11]#[N:12])[C:3]=1[Cl:13].S(Cl)([Cl:17])(=O)=O. The catalyst is C(Cl)Cl. The product is [NH2:1][C:2]1[C:7]([F:8])=[C:6]([Cl:17])[N:5]=[C:4]([C:11]#[N:12])[C:3]=1[Cl:13]. The yield is 0.760. (2) The reactants are [C:1]([O:5][C:6]([NH:8][C:9]1[CH:10]=[CH:11][C:12]([C:15]2[N:19]([C:20]3[CH:25]=[N:24][CH:23]=[CH:22][N:21]=3)[N:18]=[C:17]([C:26]([O:28]CC)=[O:27])[CH:16]=2)=[N:13][CH:14]=1)=[O:7])([CH3:4])([CH3:3])[CH3:2].[OH-].[Na+]. The catalyst is C(O)C. The product is [C:1]([O:5][C:6]([NH:8][C:9]1[CH:10]=[CH:11][C:12]([C:15]2[N:19]([C:20]3[CH:25]=[N:24][CH:23]=[CH:22][N:21]=3)[N:18]=[C:17]([C:26]([OH:28])=[O:27])[CH:16]=2)=[N:13][CH:14]=1)=[O:7])([CH3:4])([CH3:2])[CH3:3]. The yield is 0.800. (3) The reactants are [Br:1][CH2:2][CH2:3][CH2:4][CH2:5][CH2:6][CH2:7][CH2:8][CH2:9][CH2:10][OH:11].C(=O)(O)[O-].[Na+].[Br-].[K+].S(=O)(O)[O-].[Na+]. The catalyst is O.ClCCl. The product is [Br:1][CH2:2][CH2:3][CH2:4][CH2:5][CH2:6][CH2:7][CH2:8][CH2:9][CH:10]=[O:11]. The yield is 0.940. (4) The reactants are [CH3:1][O:2][C:3](=[O:22])[CH:4]([NH:11][C:12]([O:14][CH2:15][C:16]1[CH:21]=[CH:20][CH:19]=[CH:18][CH:17]=1)=[O:13])P(OC)(OC)=O.C1CCN2C(=NCCC2)CC1.[CH3:34][O:35][C:36]1[N:37]=[C:38]2[C:43](=[CH:44][CH:45]=1)[N:42]=[CH:41][CH:40]=[C:39]2[CH:46]=O.CC(=O)OCC. The catalyst is C(Cl)Cl. The product is [CH3:1][O:2][C:3](=[O:22])/[C:4](/[NH:11][C:12]([O:14][CH2:15][C:16]1[CH:17]=[CH:18][CH:19]=[CH:20][CH:21]=1)=[O:13])=[CH:46]/[C:39]1[C:38]2[C:43](=[CH:44][CH:45]=[C:36]([O:35][CH3:34])[N:37]=2)[N:42]=[CH:41][CH:40]=1. The yield is 0.980. (5) The reactants are [C:1]1([CH2:7][CH:8]([C:10]2([C:16]3[CH:21]=[CH:20][CH:19]=[CH:18][CH:17]=3)SCCCS2)[OH:9])[CH:6]=[CH:5][CH:4]=[CH:3][CH:2]=1.C(#N)C.[OH2:25]. The catalyst is C(OCC)(=O)C. The product is [OH:9][CH:8]([CH2:7][C:1]1[CH:6]=[CH:5][CH:4]=[CH:3][CH:2]=1)[C:10]([C:16]1[CH:21]=[CH:20][CH:19]=[CH:18][CH:17]=1)=[O:25]. The yield is 0.740. (6) The reactants are [Br:1][C:2]1[CH:3]=[C:4]([CH:17]=[CH:18][CH:19]=1)[NH:5][C:6]1[C:7]2[CH:15]=[C:14](F)[N:13]=[CH:12][C:8]=2[N:9]=[CH:10][N:11]=1.[CH3:20][NH2:21]. The catalyst is C(O)C. The product is [Br:1][C:2]1[CH:3]=[C:4]([CH:17]=[CH:18][CH:19]=1)[NH:5][C:6]1[C:7]2[CH:15]=[C:14]([NH:21][CH3:20])[N:13]=[CH:12][C:8]=2[N:9]=[CH:10][N:11]=1. The yield is 0.340. (7) The catalyst is CCOCC.[Zn]. The reactants are C[Si](C)(C)Cl.Br[CH2:7][C:8]([O:10][CH2:11][CH3:12])=[O:9].[C:13]1(=[O:18])[CH2:17][CH2:16][CH2:15]C1.N. The yield is 0.540. The product is [OH:18][C:13]1([CH2:7][C:8]([O:10][CH2:11][CH3:12])=[O:9])[CH2:15][CH2:16][CH2:17]1. (8) The reactants are [Cl:1][C:2]([F:13])([F:12])[C:3]1[N:8]=[CH:7][C:6]([C:9](=[O:11])[CH3:10])=[CH:5][CH:4]=1.[BH4-].[Na+].Cl. The catalyst is CO. The product is [Cl:1][C:2]([F:12])([F:13])[C:3]1[N:8]=[CH:7][C:6]([CH:9]([OH:11])[CH3:10])=[CH:5][CH:4]=1. The yield is 0.930. (9) The reactants are [Cl:1][C:2]1[CH:7]=[CH:6][C:5]([S:8]([C:11]2[S:20][C:14]3=[N:15][CH:16]=[C:17](N)[CH:18]=[C:13]3[C:12]=2[C:21]2[CH:26]=[CH:25][C:24]([Cl:27])=[CH:23][CH:22]=2)(=[O:10])=[O:9])=[CH:4][CH:3]=1.[ClH:28].N([O-])=O.[Na+].C([O-])(O)=O.[Na+]. The catalyst is O. The product is [Cl:28][C:17]1[CH:18]=[C:13]2[C:12]([C:21]3[CH:22]=[CH:23][C:24]([Cl:27])=[CH:25][CH:26]=3)=[C:11]([S:8]([C:5]3[CH:4]=[CH:3][C:2]([Cl:1])=[CH:7][CH:6]=3)(=[O:9])=[O:10])[S:20][C:14]2=[N:15][CH:16]=1. The yield is 0.380. (10) The reactants are [NH2:1][C:2]1[CH:7]=[CH:6][CH:5]=[C:4]([F:8])[C:3]=1[OH:9].[CH3:10][O:11][C:12](OC)([O:17]C)[C:13](OC)=O. The catalyst is CO. The product is [F:8][C:4]1[C:3]2[O:9][C:13]([C:12]([O:11][CH3:10])=[O:17])=[N:1][C:2]=2[CH:7]=[CH:6][CH:5]=1. The yield is 0.533.